From a dataset of CYP1A2 inhibition data for predicting drug metabolism from PubChem BioAssay. Regression/Classification. Given a drug SMILES string, predict its absorption, distribution, metabolism, or excretion properties. Task type varies by dataset: regression for continuous measurements (e.g., permeability, clearance, half-life) or binary classification for categorical outcomes (e.g., BBB penetration, CYP inhibition). Dataset: cyp1a2_veith. (1) The molecule is Cc1ccc(-c2n[nH]c(=S)n2/N=C/c2cccn2C)cc1. The result is 1 (inhibitor). (2) The drug is Cc1ccc(C)c(NC(=O)Cn2nnc(C(=O)Nc3c(C)cccc3C)c2N)c1. The result is 0 (non-inhibitor). (3) The molecule is Cc1cccc(N(C(=O)Cc2cccs2)C(C(=O)NC2CCCC2)c2ccsc2)c1. The result is 0 (non-inhibitor). (4) The molecule is COc1cc(N=Nc2cccc(S(N)(=O)=O)c2)c2ccccc2c1N. The result is 1 (inhibitor). (5) The drug is CCn1c(-c2nonc2NC(=O)c2ccccc2)nc2ccccc21. The result is 1 (inhibitor).